Dataset: Forward reaction prediction with 1.9M reactions from USPTO patents (1976-2016). Task: Predict the product of the given reaction. (1) Given the reactants [CH3:1][O:2][C:3]([C@@H:5]1[CH2:9][CH:8]([CH3:10])[CH2:7][C:6]1=[O:11])=[O:4].C(N(C(C)C)CC)(C)C.[S:21](O[S:21]([C:24]([F:27])([F:26])[F:25])(=[O:23])=[O:22])([C:24]([F:27])([F:26])[F:25])(=[O:23])=[O:22], predict the reaction product. The product is: [CH3:1][O:2][C:3]([C:5]1[CH2:9][C@@H:8]([CH3:10])[CH2:7][C:6]=1[O:11][S:21]([C:24]([F:27])([F:26])[F:25])(=[O:23])=[O:22])=[O:4]. (2) The product is: [F:31][C:2]1([F:1])[CH2:6][CH2:5][N:4]([C:7]2[C:8]3[N:21]=[N:20][NH:19][C:9]=3[N:10]=[C:11]([O:13][CH2:14][C:15]([CH3:16])([CH3:17])[CH3:18])[N:12]=2)[CH2:3]1. Given the reactants [F:1][C:2]1([F:31])[CH2:6][CH2:5][N:4]([C:7]2[C:8]3[N:21]=[N:20][N:19](CC4C=CC(OC)=CC=4)[C:9]=3[N:10]=[C:11]([O:13][CH2:14][C:15]([CH3:18])([CH3:17])[CH3:16])[N:12]=2)[CH2:3]1, predict the reaction product. (3) The product is: [C:1]([O:5][C:6]([N:8]1[CH2:13][CH2:12][N:11]([C:14]2[CH:15]=[N:16][C:17]([NH2:20])=[CH:18][CH:19]=2)[CH2:10][CH2:9]1)=[O:7])([CH3:4])([CH3:2])[CH3:3]. Given the reactants [C:1]([O:5][C:6]([N:8]1[CH2:13][CH2:12][N:11]([C:14]2[CH:15]=[N:16][C:17]([N+:20]([O-])=O)=[CH:18][CH:19]=2)[CH2:10][CH2:9]1)=[O:7])([CH3:4])([CH3:3])[CH3:2].C(OCC)(=O)C, predict the reaction product.